From a dataset of Reaction yield outcomes from USPTO patents with 853,638 reactions. Predict the reaction yield, written as a fraction of the theoretical maximum amount of product (1.0 means a 100% yield; for example, 0.34 means a 34% yield). (1) The reactants are [Cl:1][CH:2]([O:6][C:7]([NH:9][CH2:10][C:11]1([CH2:17][C:18]([OH:20])=[O:19])[CH2:16][CH2:15][CH2:14][CH2:13][CH2:12]1)=[O:8])[CH:3]([CH3:5])[CH3:4].[CH:21]1C=CC=CC=1.C[Si](C=[N+]=[N-])(C)C. The catalyst is CO. The product is [Cl:1][CH:2]([O:6][C:7]([NH:9][CH2:10][C:11]1([CH2:17][C:18]([O:20][CH3:21])=[O:19])[CH2:12][CH2:13][CH2:14][CH2:15][CH2:16]1)=[O:8])[CH:3]([CH3:4])[CH3:5]. The yield is 0.720. (2) The reactants are [F:1][C:2]1[CH:7]=[CH:6][CH:5]=[CH:4][C:3]=1[CH2:8][C:9]([O:11][C@H:12]([C:14]1[CH:19]=[CH:18][CH:17]=[CH:16][CH:15]=1)[CH3:13])=[O:10].[CH2:20]1[CH2:30][CH2:29][N:28]2C(=NC[CH2:26][CH2:27]2)CC1.C(Br)(Br)(Br)Br.N1CCCCC1. The catalyst is C1COCC1.C(OCC)C.C1(C)C=CC=CC=1. The product is [F:1][C:2]1[CH:7]=[CH:6][CH:5]=[CH:4][C:3]=1[C@@H:8]([N:28]1[CH2:27][CH2:26][CH2:20][CH2:30][CH2:29]1)[C:9]([O:11][C@H:12]([C:14]1[CH:15]=[CH:16][CH:17]=[CH:18][CH:19]=1)[CH3:13])=[O:10]. The yield is 0.110. (3) The reactants are [C:1]1(=[O:8])[CH2:7][CH2:6][CH2:5][CH2:4][CH2:3][CH2:2]1.[CH3:9]OC(OC)OC. The yield is 0.710. The product is [CH3:9][O:8][C:1]1[CH2:7][CH2:6][CH2:5][CH2:4][CH2:3][CH:2]=1. The catalyst is C1(C)C(S(O)(=O)=O)=CC=CC=1. (4) The reactants are O1CCOCC1.C(OC([N:14]1[CH2:19][CH2:18][CH2:17][CH2:16][CH:15]1[C:20]1([OH:46])[CH2:23][N:22]([C:24]([C:26]2[C:27]([NH:37][C:38]3[CH:43]=[CH:42][C:41]([I:44])=[CH:40][C:39]=3[F:45])=[C:28]([F:36])[C:29](=[O:35])[N:30]3[C:34]=2[CH2:33][CH2:32][CH2:31]3)=[O:25])[CH2:21]1)=O)(C)(C)C. The catalyst is Cl.CO. The product is [F:36][C:28]1[C:29](=[O:35])[N:30]2[C:34](=[C:26]([C:24]([N:22]3[CH2:21][C:20]([OH:46])([CH:15]4[CH2:16][CH2:17][CH2:18][CH2:19][NH:14]4)[CH2:23]3)=[O:25])[C:27]=1[NH:37][C:38]1[CH:43]=[CH:42][C:41]([I:44])=[CH:40][C:39]=1[F:45])[CH2:33][CH2:32][CH2:31]2. The yield is 0.166. (5) The catalyst is CO. The product is [NH2:28][C:2](=[NH:1])[CH:3]1[CH2:8][CH2:7][N:6]([C:9]([O:11][C:12]([CH3:15])([CH3:14])[CH3:13])=[O:10])[CH2:5][CH2:4]1. The yield is 0.649. The reactants are [NH:1]=[C:2](SCC1C=CC2C(=CC=CC=2)C=1)[CH:3]1[CH2:8][CH2:7][N:6]([C:9]([O:11][C:12]([CH3:15])([CH3:14])[CH3:13])=[O:10])[CH2:5][CH2:4]1.[NH3:28].